The task is: Predict the reactants needed to synthesize the given product.. This data is from Full USPTO retrosynthesis dataset with 1.9M reactions from patents (1976-2016). Given the product [Br:25][C:22]1[CH:23]=[CH:24][C:19]([CH:7]2[CH2:6][CH2:5][N:4]([C:8]([O:10][CH2:11][C:12]3[CH:17]=[CH:16][CH:15]=[CH:14][CH:13]=3)=[O:9])[CH2:3][C:2]2=[O:1])=[N:20][CH:21]=1, predict the reactants needed to synthesize it. The reactants are: [O:1]=[C:2]1[CH2:7][CH2:6][CH2:5][NH:4][CH2:3]1.[CH:8]([O:10][CH2:11][C:12]1[CH:17]=[CH:16][CH:15]=[CH:14][CH:13]=1)=[O:9].Br[C:19]1[CH:24]=[CH:23][C:22]([Br:25])=[CH:21][N:20]=1.C(=O)([O-])[O-].[Cs+].[Cs+].BrC1C=CC(N2CCOCC2=O)=NC=1.